Dataset: Full USPTO retrosynthesis dataset with 1.9M reactions from patents (1976-2016). Task: Predict the reactants needed to synthesize the given product. (1) Given the product [NH2:20][C:17]1[CH:18]=[CH:19][C:14]([O:13][C:11]2[CH:10]=[CH:9][N:8]=[C:7]([NH:6][C:4](=[O:5])[CH2:3][O:2][CH3:1])[CH:12]=2)=[CH:15][C:16]=1[O:23][CH3:24], predict the reactants needed to synthesize it. The reactants are: [CH3:1][O:2][CH2:3][C:4]([NH:6][C:7]1[CH:12]=[C:11]([O:13][C:14]2[CH:19]=[CH:18][C:17]([N+:20]([O-])=O)=[C:16]([O:23][CH3:24])[CH:15]=2)[CH:10]=[CH:9][N:8]=1)=[O:5].CO.CC(O)=O.[H][H]. (2) Given the product [CH:8]1([C:11]2[C:12]([O:21][CH2:22][C:23]([F:26])([F:24])[F:25])=[CH:13][C:14]([C:17]3[N:19]=[C:5]([C:2]4([OH:1])[CH2:4][CH2:3]4)[O:7][N:18]=3)=[N:15][CH:16]=2)[CH2:10][CH2:9]1, predict the reactants needed to synthesize it. The reactants are: [OH:1][C:2]1([C:5]([OH:7])=O)[CH2:4][CH2:3]1.[CH:8]1([C:11]2[C:12]([O:21][CH2:22][C:23]([F:26])([F:25])[F:24])=[CH:13][C:14]([C:17](=[N:19]O)[NH2:18])=[N:15][CH:16]=2)[CH2:10][CH2:9]1. (3) Given the product [C:28]([O:27][C:26](=[O:32])[NH:25][CH2:24][C:23]([N:22]([CH3:34])[CH2:21][C:20]1[CH:35]=[CH:36][CH:37]=[C:18]([C:15]2[CH:16]=[N:17][C:12]([O:8][CH2:7][C:4]3[CH:5]=[CH:6][N:1]=[CH:2][CH:3]=3)=[N:13][CH:14]=2)[CH:19]=1)=[O:33])([CH3:31])([CH3:30])[CH3:29], predict the reactants needed to synthesize it. The reactants are: [N:1]1[CH:6]=[CH:5][C:4]([CH2:7][OH:8])=[CH:3][CH:2]=1.[H-].[Na+].Cl[C:12]1[N:17]=[CH:16][C:15]([C:18]2[CH:19]=[C:20]([CH:35]=[CH:36][CH:37]=2)[CH2:21][N:22]([CH3:34])[C:23](=[O:33])[CH2:24][NH:25][C:26](=[O:32])[O:27][C:28]([CH3:31])([CH3:30])[CH3:29])=[CH:14][N:13]=1.O. (4) Given the product [Br:31][C:29]1[CH:30]=[C:25]([C@:21]2([CH2:23][F:24])[CH2:20][C@@H:19]([C:33]([F:36])([F:35])[F:34])[O:18][C:17]([NH:9][C:10](=[O:16])[O:11][C:12]([CH3:14])([CH3:15])[CH3:13])=[N:22]2)[C:26]([F:32])=[N:27][CH:28]=1, predict the reactants needed to synthesize it. The reactants are: C([N:9]([C:17]1[O:18][C@H:19]([C:33]([F:36])([F:35])[F:34])[CH2:20][C@:21]([C:25]2[C:26]([F:32])=[N:27][CH:28]=[C:29]([Br:31])[CH:30]=2)([CH2:23][F:24])[N:22]=1)[C:10](=[O:16])[O:11][C:12]([CH3:15])([CH3:14])[CH3:13])(=O)C1C=CC=CC=1.C(=O)([O-])[O-].[K+].[K+]. (5) Given the product [N:5]1[CH:6]=[CH:7][CH:8]=[C:3]([CH:1]=[N:16][S:13]([CH2:12][CH2:11][Si:10]([CH3:18])([CH3:17])[CH3:9])(=[O:15])=[O:14])[CH:4]=1, predict the reactants needed to synthesize it. The reactants are: [CH:1]([C:3]1[CH:4]=[N:5][CH:6]=[CH:7][CH:8]=1)=O.[CH3:9][Si:10]([CH3:18])([CH3:17])[CH2:11][CH2:12][S:13]([NH2:16])(=[O:15])=[O:14].C(=O)(O)[O-].[Na+]. (6) Given the product [O:14]1[C:18]2[CH:19]=[CH:20][CH:21]=[C:22]([CH2:23][CH2:24][C:25]([NH:12][CH:10]3[C:43]4[C:44](=[CH:45][CH:40]=[C:41]([Cl:39])[CH:42]=4)[O:3][C:4]4([CH2:5][CH2:6][CH2:7]4)[CH2:9]3)=[O:27])[C:17]=2[O:16][CH2:15]1, predict the reactants needed to synthesize it. The reactants are: CC1(C)C[CH:10]([NH2:12])[C:9]2[C:4](=[CH:5][CH:6]=[CH:7]C=2)[O:3]1.[O:14]1[C:18]2[CH:19]=[CH:20][CH:21]=[C:22]([CH2:23][CH2:24][C:25]([OH:27])=O)[C:17]=2[O:16][CH2:15]1.CCN=C=NCCCN(C)C.[ClH:39].[CH:40]1[CH:41]=[CH:42][C:43]2N(O)N=N[C:44]=2[CH:45]=1.C(N(CC)CC)C. (7) The reactants are: [Cl:1][C:2]1[CH:16]=[CH:15][C:5]([C:6]([NH:8][CH2:9][CH2:10][CH2:11][C:12]([OH:14])=[O:13])=[O:7])=[C:4]([OH:17])[CH:3]=1.[OH-].[Na+:19]. Given the product [Cl:1][C:2]1[CH:16]=[CH:15][C:5]([C:6]([NH:8][CH2:9][CH2:10][CH2:11][C:12]([O-:14])=[O:13])=[O:7])=[C:4]([OH:17])[CH:3]=1.[Na+:19], predict the reactants needed to synthesize it. (8) Given the product [F:31][C:2]12[CH2:11][CH:6]3[CH2:7][CH:8]([CH2:10][CH:4]([CH:5]3[N:12]3[C:16]4=[C:17]5[CH:23]=[CH:22][NH:21][C:18]5=[N:19][CH:20]=[C:15]4[NH:14][C:13]3=[O:24])[CH2:3]1)[CH2:9]2, predict the reactants needed to synthesize it. The reactants are: O[C:2]12[CH2:11][CH:6]3[CH2:7][CH:8]([CH2:10][CH:4]([CH:5]3[N:12]3[C:16]4=[C:17]5[CH:23]=[CH:22][NH:21][C:18]5=[N:19][CH:20]=[C:15]4[NH:14][C:13]3=[O:24])[CH2:3]1)[CH2:9]2.C(S(F)(F)([F:31])(CC)N)C.C(=O)([O-])O.[Na+].C(OCC)(=O)C. (9) Given the product [OH:22][C@H:9]([C@@H:8]([OH:26])[C@H:7]([O:30][C@H:31]1[C@H:36]([OH:37])[C@@H:35]([OH:41])[C@@H:34]([OH:45])[C@@H:33]([CH2:49][OH:50])[O:32]1)[C@H:6]([OH:54])[CH2:5][OH:4])[C:10]([NH:11][C@@H:12]([CH3:20])[CH2:13][C:14]1[CH:19]=[CH:18][CH:17]=[CH:16][CH:15]=1)=[O:21], predict the reactants needed to synthesize it. The reactants are: C([O:4][CH2:5][C@@H:6]([O:54]C(=O)C)[C@@H:7]([O:30][C@H:31]1[C@H:36]([O:37]C(=O)C)[C@@H:35]([O:41]C(=O)C)[C@@H:34]([O:45]C(=O)C)[C@@H:33]([CH2:49][O:50]C(=O)C)[O:32]1)[C@H:8]([O:26]C(=O)C)[C@@H:9]([O:22]C(=O)C)[C:10](=[O:21])[NH:11][C@@H:12]([CH3:20])[CH2:13][C:14]1[CH:19]=[CH:18][CH:17]=[CH:16][CH:15]=1)(=O)C.C[O-].[Na+].